This data is from Full USPTO retrosynthesis dataset with 1.9M reactions from patents (1976-2016). The task is: Predict the reactants needed to synthesize the given product. (1) Given the product [CH2:35]([C:33]1[CH:32]=[CH:31][C:10]([O:11][C:12]2[CH:17]=[CH:16][C:15]([S:18]([NH:21][CH2:22][CH2:23][CH2:24][N:25]3[CH:29]=[CH:28][N:27]=[CH:26]3)(=[O:20])=[O:19])=[CH:14][C:13]=2[F:30])=[C:9]([OH:8])[CH:34]=1)[CH3:36], predict the reactants needed to synthesize it. The reactants are: C([O:8][C:9]1[CH:34]=[C:33]([CH2:35][CH3:36])[CH:32]=[CH:31][C:10]=1[O:11][C:12]1[CH:17]=[CH:16][C:15]([S:18]([NH:21][CH2:22][CH2:23][CH2:24][N:25]2[CH:29]=[CH:28][N:27]=[CH:26]2)(=[O:20])=[O:19])=[CH:14][C:13]=1[F:30])C1C=CC=CC=1.O1CCCC1. (2) Given the product [Cl:1][C:2]1[CH:3]=[C:4]([CH2:19][OH:20])[CH:5]=[C:6]([Cl:18])[C:7]=1[C:8]1[S:9][C:10]2[C:11]([NH:42][C:33]3[CH:32]=[C:37]([CH3:36])[N:38]=[CH:35][N:34]=3)=[N:12][CH:13]=[CH:14][C:15]=2[N:16]=1, predict the reactants needed to synthesize it. The reactants are: [Cl:1][C:2]1[CH:3]=[C:4]([CH2:19][OH:20])[CH:5]=[C:6]([Cl:18])[C:7]=1[C:8]1[S:9][C:10]2[C:11](Cl)=[N:12][CH:13]=[CH:14][C:15]=2[N:16]=1.ClC1C=C(C=C(Cl)C=1C1S[C:32]2[C:33](Cl)=[N:34][CH:35]=[CH:36][C:37]=2[N:38]=1)C=O.C([BH3-])#[N:42].[Na+].